This data is from Catalyst prediction with 721,799 reactions and 888 catalyst types from USPTO. The task is: Predict which catalyst facilitates the given reaction. (1) Reactant: [C:1]([O:6][CH2:7][CH3:8])(=[O:5])[CH:2]([CH3:4])[CH3:3].[Li+].CC([N-]C(C)C)C.Br[CH2:18][CH2:19][CH2:20][CH2:21][O:22][CH2:23][C:24]1[CH:29]=[CH:28][CH:27]=[CH:26][CH:25]=1.O. Product: [CH2:7]([O:6][C:1](=[O:5])[C:2]([CH3:4])([CH3:3])[CH2:18][CH2:19][CH2:20][CH2:21][O:22][CH2:23][C:24]1[CH:29]=[CH:28][CH:27]=[CH:26][CH:25]=1)[CH3:8]. The catalyst class is: 56. (2) Reactant: [Br:1][C:2]1[CH:3]=[C:4]([NH:9][C:10](=[O:21])[C:11]2[CH:16]=[CH:15][C:14]([C:17]([F:20])([F:19])[F:18])=[CH:13][CH:12]=2)[C:5](O)=[N:6][CH:7]=1.O=P(Cl)(Cl)Cl.CCOC(C)=O.O. Product: [Br:1][C:2]1[CH:3]=[C:4]2[N:9]=[C:10]([C:11]3[CH:12]=[CH:13][C:14]([C:17]([F:18])([F:19])[F:20])=[CH:15][CH:16]=3)[O:21][C:5]2=[N:6][CH:7]=1. The catalyst class is: 12. (3) Reactant: [C:1]([CH:5]1[CH2:10][CH2:9][CH:8]([C:11](Cl)=[O:12])[CH2:7][CH2:6]1)([CH3:4])([CH3:3])[CH3:2].[N+](=[CH2:16])=[N-].[ClH:17]. Product: [C:1]([CH:5]1[CH2:10][CH2:9][CH:8]([C:11](=[O:12])[CH2:16][Cl:17])[CH2:7][CH2:6]1)([CH3:4])([CH3:3])[CH3:2]. The catalyst class is: 27. (4) Reactant: FC(F)(F)C(O)=O.[C:8]([O:12][C:13]([NH:15][C@H:16]([C:20]1[CH:25]=[C:24](B(O)O)[CH:23]=[CH:22][N:21]=1)[CH2:17][CH:18]=[CH2:19])=[O:14])([CH3:11])([CH3:10])[CH3:9].Br[C:30]1[C:35]([NH2:36])=[CH:34][CH:33]=[CH:32][N:31]=1.C([O-])([O-])=O.[Na+].[Na+]. Product: [C:8]([O:12][C:13](=[O:14])[NH:15][C@H:16]([C:20]1[CH:25]=[C:24]([C:30]2[C:35]([NH2:36])=[CH:34][CH:33]=[CH:32][N:31]=2)[CH:23]=[CH:22][N:21]=1)[CH2:17][CH:18]=[CH2:19])([CH3:11])([CH3:10])[CH3:9]. The catalyst class is: 77.